Task: Predict the reactants needed to synthesize the given product.. Dataset: Full USPTO retrosynthesis dataset with 1.9M reactions from patents (1976-2016) (1) Given the product [CH3:1][C:2]1[C:19](=[O:20])[CH2:18][C@:14]2([OH:21])[C:15]([CH3:16])([CH3:17])[C:3]=1[CH:4]([O:39][C:40]([CH3:42])=[O:41])[C:5]([C@@H:7]1[CH:8]([OH:37])[CH2:9][CH:10]3[C@@H:11]([CH2:31][O:32]3)[C@H:12]1[C@@H:13]2[O:22][C:23]([C:25]1[CH:30]=[CH:29][CH:28]=[CH:27][CH:26]=1)=[O:24])=[O:6], predict the reactants needed to synthesize it. The reactants are: [CH3:1][C:2]1[C@@H:19]([OH:20])[CH2:18][C@:14]2([OH:21])[C:15]([CH3:17])([CH3:16])[C:3]=1[C@@H:4]([O:39][C:40]([CH3:42])=[O:41])[C:5]([C@@:7]1(C)[C@H:12]([C@@H:13]2[O:22][C:23]([C:25]2[CH:26]=[CH:27][CH:28]=[CH:29][CH:30]=2)=[O:24])[C@:11]2(OC(C)=O)[CH2:31][O:32][C@@H:10]2[CH2:9][C@@H:8]1[OH:37])=[O:6]. (2) The reactants are: [CH3:1][O:2][C:3]([CH:5]1[CH2:9][CH2:8][N:7]([C:10]([O:12][CH2:13][C:14]2[CH:19]=[CH:18][CH:17]=[CH:16][CH:15]=2)=[O:11])[N:6]1[C:20](=[O:37])[CH:21]([N:26]1[C:34](=[O:35])[C:33]2[C:28](=[CH:29][CH:30]=[CH:31][CH:32]=2)[C:27]1=[O:36])[CH2:22][CH2:23][CH2:24][OH:25])=[O:4].CC(OI1(OC(C)=O)(OC(C)=O)OC(=O)C2C=CC=CC1=2)=O. Given the product [CH3:1][O:2][C:3]([CH:5]1[CH2:9][CH2:8][N:7]([C:10]([O:12][CH2:13][C:14]2[CH:15]=[CH:16][CH:17]=[CH:18][CH:19]=2)=[O:11])[N:6]1[C:20](=[O:37])[CH:21]([N:26]1[C:34](=[O:35])[C:33]2[C:28](=[CH:29][CH:30]=[CH:31][CH:32]=2)[C:27]1=[O:36])[CH2:22][CH2:23][CH:24]=[O:25])=[O:4], predict the reactants needed to synthesize it.